Task: Predict which catalyst facilitates the given reaction.. Dataset: Catalyst prediction with 721,799 reactions and 888 catalyst types from USPTO (1) Reactant: [NH2:1][C:2]1[CH:11]=[CH:10][C:9]2[C:8]([N:12]([C:20]([O:22][C:23]([CH3:26])([CH3:25])[CH3:24])=[O:21])[C:13]([O:15][C:16]([CH3:19])([CH3:18])[CH3:17])=[O:14])=[N:7][CH:6]=[CH:5][C:4]=2[C:3]=1[C:27]([O:29]C1C=CC=CC=1)=O.[OH-].[NH4+:37].O1CCOCC1. Product: [NH2:1][C:2]1[CH:11]=[CH:10][C:9]2[C:8]([N:12]([C:13]([O:15][C:16]([CH3:19])([CH3:17])[CH3:18])=[O:14])[C:20]([O:22][C:23]([CH3:24])([CH3:25])[CH3:26])=[O:21])=[N:7][CH:6]=[CH:5][C:4]=2[C:3]=1[C:27]([NH2:37])=[O:29]. The catalyst class is: 170. (2) Reactant: [CH:1]1([OH:5])[CH2:4][CH2:3][CH2:2]1.[H-].[Na+].[C:8]([C:12]1[N:13]=[C:14](Cl)[C:15]2[N:20]=[N:19][N:18]([CH2:21][C:22]3[CH:27]=[CH:26][CH:25]=[CH:24][C:23]=3[Cl:28])[C:16]=2[N:17]=1)([CH3:11])([CH3:10])[CH3:9].C(O)=O. Product: [C:8]([C:12]1[N:13]=[C:14]([O:5][CH:1]2[CH2:4][CH2:3][CH2:2]2)[C:15]2[N:20]=[N:19][N:18]([CH2:21][C:22]3[CH:27]=[CH:26][CH:25]=[CH:24][C:23]=3[Cl:28])[C:16]=2[N:17]=1)([CH3:11])([CH3:9])[CH3:10]. The catalyst class is: 3. (3) Reactant: N(C(OC(C)(C)C)=O)=NC(OC(C)(C)C)=O.[Cl:17][C:18]1[CH:45]=[CH:44][C:43]([O:46][CH3:47])=[CH:42][C:19]=1[NH:20][C:21]1[C:30]2[C:25](=[CH:26][C:27]([OH:41])=[CH:28][C:29]=2[O:31][CH2:32][CH2:33][CH2:34][N:35]2[CH2:40][CH2:39][O:38][CH2:37][CH2:36]2)[N:24]=[CH:23][N:22]=1.O[CH2:49][CH2:50][CH2:51][N:52]1[CH2:57][CH2:56][O:55][CH2:54][CH2:53]1.C1(P(C2C=CC=CC=2)C2C=CC=CC=2)C=CC=CC=1. Product: [Cl:17][C:18]1[CH:45]=[CH:44][C:43]([O:46][CH3:47])=[CH:42][C:19]=1[NH:20][C:21]1[C:30]2[C:25](=[CH:26][C:27]([O:41][CH2:49][CH2:50][CH2:51][N:52]3[CH2:57][CH2:56][O:55][CH2:54][CH2:53]3)=[CH:28][C:29]=2[O:31][CH2:32][CH2:33][CH2:34][N:35]2[CH2:36][CH2:37][O:38][CH2:39][CH2:40]2)[N:24]=[CH:23][N:22]=1. The catalyst class is: 2.